Dataset: Peptide-MHC class II binding affinity with 134,281 pairs from IEDB. Task: Regression. Given a peptide amino acid sequence and an MHC pseudo amino acid sequence, predict their binding affinity value. This is MHC class II binding data. (1) The peptide sequence is LYKGVYELQTLELNM. The MHC is DRB4_0101 with pseudo-sequence DRB4_0103. The binding affinity (normalized) is 0.459. (2) The peptide sequence is NIWADDLAASLSTLE. The MHC is DRB4_0101 with pseudo-sequence DRB4_0103. The binding affinity (normalized) is 0.305. (3) The peptide sequence is KRWIILGLNKIVRMYSPTSI. The MHC is DRB1_0101 with pseudo-sequence DRB1_0101. The binding affinity (normalized) is 0.850. (4) The peptide sequence is EKKYFAAYQFEPLAA. The MHC is HLA-DQA10301-DQB10302 with pseudo-sequence HLA-DQA10301-DQB10302. The binding affinity (normalized) is 0.294. (5) The peptide sequence is YVVKSFDRSTKVIDF. The MHC is H-2-IAd with pseudo-sequence H-2-IAd. The binding affinity (normalized) is 0. (6) The peptide sequence is KEAFHGLDVKFHTQA. The MHC is DRB5_0101 with pseudo-sequence DRB5_0101. The binding affinity (normalized) is 0.770.